Dataset: Forward reaction prediction with 1.9M reactions from USPTO patents (1976-2016). Task: Predict the product of the given reaction. (1) Given the reactants [CH:1]1([CH2:4][N:5]2[C:9]3[CH:10]=[CH:11][C:12]([CH:14]=[O:15])=[CH:13][C:8]=3[N:7]=[C:6]2[CH2:16][C:17]2[CH:22]=[CH:21][C:20]([O:23][CH2:24][CH3:25])=[CH:19][CH:18]=2)[CH2:3][CH2:2]1.[CH3:26][Mg]Br.O, predict the reaction product. The product is: [CH:1]1([CH2:4][N:5]2[C:9]3[CH:10]=[CH:11][C:12]([CH:14]([OH:15])[CH3:26])=[CH:13][C:8]=3[N:7]=[C:6]2[CH2:16][C:17]2[CH:18]=[CH:19][C:20]([O:23][CH2:24][CH3:25])=[CH:21][CH:22]=2)[CH2:3][CH2:2]1. (2) Given the reactants O1CCCCC1OC1CCCCO1.[CH3:14][C:15]1([CH3:52])[S:20][CH2:19][CH2:18][N:17]([S:21]([C:24]2[CH:29]=[CH:28][C:27]([O:30][CH2:31][C:32]#[C:33][CH2:34][CH2:35][CH2:36][CH2:37][O:38]C3CCCCO3)=[CH:26][CH:25]=2)(=[O:23])=[O:22])[C@H:16]1[C:45]([O:47][C:48]([CH3:51])([CH3:50])[CH3:49])=[O:46], predict the reaction product. The product is: [OH:38][CH2:37][CH2:36][CH2:35][CH2:34][C:33]#[C:32][CH2:31][O:30][C:27]1[CH:28]=[CH:29][C:24]([S:21]([N:17]2[CH2:18][CH2:19][S:20][C:15]([CH3:52])([CH3:14])[C@@H:16]2[C:45]([O:47][C:48]([CH3:51])([CH3:50])[CH3:49])=[O:46])(=[O:23])=[O:22])=[CH:25][CH:26]=1. (3) Given the reactants [C:1]([C:3]1[C:11]2[C:6](=[N:7][CH:8]=[C:9]([S:12][CH3:13])[CH:10]=2)[N:5]([CH:14]2[CH2:17][CH2:16][CH2:15]2)[C:4]=1[C:18]1[CH:23]=[CH:22][C:21]([S:24]([NH:27][C:28]2([C:31]([F:34])([F:33])[F:32])[CH2:30][CH2:29]2)(=[O:26])=[O:25])=[CH:20][CH:19]=1)#N.[OH2:35].[OH-:36].[K+], predict the reaction product. The product is: [CH:14]1([N:5]2[C:6]3=[N:7][CH:8]=[C:9]([S:12][CH3:13])[CH:10]=[C:11]3[C:3]([C:1]([OH:36])=[O:35])=[C:4]2[C:18]2[CH:19]=[CH:20][C:21]([S:24](=[O:26])(=[O:25])[NH:27][C:28]3([C:31]([F:32])([F:33])[F:34])[CH2:29][CH2:30]3)=[CH:22][CH:23]=2)[CH2:17][CH2:16][CH2:15]1. (4) Given the reactants [NH2:1][C:2]1[CH:3]=[N:4][C:5]([S:12][CH2:13][C:14]2[CH:19]=[CH:18][CH:17]=[CH:16][CH:15]=2)=[C:6]([CH:11]=1)[C:7]([O:9][CH3:10])=[O:8].[C:20](O[C:20]([C:22]([F:25])([F:24])[F:23])=[O:21])([C:22]([F:25])([F:24])[F:23])=[O:21], predict the reaction product. The product is: [CH2:13]([S:12][C:5]1[N:4]=[CH:3][C:2]([NH:1][C:20](=[O:21])[C:22]([F:25])([F:24])[F:23])=[CH:11][C:6]=1[C:7]([O:9][CH3:10])=[O:8])[C:14]1[CH:19]=[CH:18][CH:17]=[CH:16][CH:15]=1. (5) The product is: [NH2:24][C:22]1[CH:21]=[CH:20][C:3]([O:4][C:5]2[N:10]=[CH:9][N:8]=[C:7]([NH:11][C:12]([N:14]3[CH2:15][CH2:16][O:17][CH2:18][CH2:19]3)=[O:13])[CH:6]=2)=[C:2]([F:1])[CH:23]=1. Given the reactants [F:1][C:2]1[CH:23]=[C:22]([N+:24]([O-])=O)[CH:21]=[CH:20][C:3]=1[O:4][C:5]1[N:10]=[CH:9][N:8]=[C:7]([NH:11][C:12]([N:14]2[CH2:19][CH2:18][O:17][CH2:16][CH2:15]2)=[O:13])[CH:6]=1.[Cl-].[NH4+].C(OCC)(=O)C.O1CCCC1, predict the reaction product. (6) Given the reactants N1([C:6]([CH2:11][CH3:12])=[CH:7][C:8]([O-:10])=[O:9])CCCC1.[N+:13]([CH2:16][CH2:17][CH3:18])([O-:15])=O.[CH2:19](N(CC)CC)[CH3:20].P(Cl)(Cl)(Cl)=O, predict the reaction product. The product is: [CH2:17]([C:16]1[C:7]([C:8]([O:10][CH2:19][CH3:20])=[O:9])=[C:6]([CH2:11][CH3:12])[O:15][N:13]=1)[CH3:18].